This data is from Full USPTO retrosynthesis dataset with 1.9M reactions from patents (1976-2016). The task is: Predict the reactants needed to synthesize the given product. (1) Given the product [CH3:70][C@H:27]([NH2:26])[C:28]([NH:30][C@H:31]([C:32]([OH:86])=[O:33])[CH2:65][CH:66]([CH3:68])[CH3:67])=[O:29], predict the reactants needed to synthesize it. The reactants are: CC[C@@H]1N[C:32](=[O:33])[C@H:31]([C@H:65](O)[C@@H:66]([CH2:68]/C=C/C)[CH3:67])[N:30](C)[C:28](=[O:29])[C@H:27]([CH:70](C)C)[N:26](C)C(=O)[C@H](CC(C)C)N(C)[C:32](=[O:33])[C@H:31]([CH2:65][CH:66]([CH3:68])[CH3:67])[N:30](C)[C:28](=[O:29])[C@@H:27]([CH3:70])[NH:26]C(=O)[C@H](C)N[C:32](=[O:33])[C@H:31]([CH2:65][CH:66]([CH3:68])[CH3:67])[N:30](C)[C:28](=[O:29])[C@H:27]([CH:70](C)C)[NH:26]C(=O)[C@H](CC(C)C)N(C)C(=O)CN(C)C1=O.[OH2:86]. (2) Given the product [NH2:12][C:13]1[N+:18]([O-:5])=[C:17]([NH:19][CH2:20][CH2:21][CH2:22][CH2:23][CH2:24][CH3:25])[CH:16]=[CH:15][N:14]=1, predict the reactants needed to synthesize it. The reactants are: C1(=O)OC(=[O:5])C2=CC=CC=C12.[NH2:12][C:13]1[N:18]=[C:17]([NH:19][CH2:20][CH2:21][CH2:22][CH2:23][CH2:24][CH3:25])[CH:16]=[C:15](Cl)[N:14]=1.S([O-])(O)=O.[Na+].[OH-].[Na+]. (3) Given the product [CH3:1][O:2][C:3]1[CH:4]=[CH:5][C:6]([CH2:7][N:8]2[C:56](=[O:58])[C:55]3=[C:54]([CH:60]=[O:62])[CH:13]=[C:14]([N:17]([CH2:24][C:25]4[CH:26]=[CH:27][C:28]([O:31][CH3:32])=[CH:29][CH:30]=4)[C:18]4[CH:23]=[CH:22][N:21]=[CH:20][N:19]=4)[C:15](=[O:16])[N:10]3[C:9]32[CH2:41][CH2:40][CH2:39][CH2:38][CH2:37]3)=[CH:42][CH:43]=1, predict the reactants needed to synthesize it. The reactants are: [CH3:1][O:2][C:3]1[CH:43]=[CH:42][C:6]([CH2:7][N:8]2C(=O)C3=C(C#N)[CH:13]=[C:14]([N:17]([CH2:24][C:25]4[CH:30]=[CH:29][C:28]([O:31][CH3:32])=[CH:27][CH:26]=4)[C:18]4[CH:23]=[CH:22][N:21]=[CH:20][N:19]=4)[C:15](=[O:16])[N:10]3[C:9]32[CH2:41][CH2:40][CH2:39][CH2:38][CH2:37]3)=[CH:5][CH:4]=1.[H-].C([Al+]CC(C)C)C(C)C.[C@H:54](O)([C:60]([O-:62])=O)[C@@H:55](O)[C:56]([O-:58])=O.[Na+].[K+]. (4) Given the product [CH3:17][O:10][C:9](=[O:11])[CH2:8][C:5]1[CH:4]=[CH:3][C:2]([Br:1])=[CH:7][CH:6]=1, predict the reactants needed to synthesize it. The reactants are: [Br:1][C:2]1[CH:7]=[CH:6][C:5]([CH2:8][C:9]([OH:11])=[O:10])=[CH:4][CH:3]=1.OS(O)(=O)=O.[CH3:17]O. (5) Given the product [C:24]1([S:30]([CH2:33][CH2:34][N:7]2[C:8]3[CH:9]=[CH:10][CH:11]=[CH:12][C:13]=3[C:14]3[CH2:1][CH2:2][N:3]([C:15]([O:17][C:18]([CH3:21])([CH3:20])[CH3:19])=[O:16])[CH2:4][CH2:5][C:6]2=3)(=[O:32])=[O:31])[CH:29]=[CH:28][CH:27]=[CH:26][CH:25]=1, predict the reactants needed to synthesize it. The reactants are: [CH2:1]1[C:14]2[C:13]3[CH:12]=[CH:11][CH:10]=[CH:9][C:8]=3[NH:7][C:6]=2[CH2:5][CH2:4][N:3]([C:15]([O:17][C:18]([CH3:21])([CH3:20])[CH3:19])=[O:16])[CH2:2]1.[OH-].[K+].[C:24]1([S:30]([CH2:33][CH2:34]Cl)(=[O:32])=[O:31])[CH:29]=[CH:28][CH:27]=[CH:26][CH:25]=1.